Dataset: Full USPTO retrosynthesis dataset with 1.9M reactions from patents (1976-2016). Task: Predict the reactants needed to synthesize the given product. Given the product [N+:24]([C:19]1[CH:20]=[CH:21][CH:22]=[CH:23][C:18]=1[S:15]([NH:8][CH2:9][C:10]([O:12][CH2:13][CH3:14])=[O:11])(=[O:17])=[O:16])([O-:26])=[O:25], predict the reactants needed to synthesize it. The reactants are: C(OCC(=O)C[N:8]([S:15]([C:18]1[CH:23]=[CH:22][CH:21]=[CH:20][C:19]=1[N+:24]([O-:26])=[O:25])(=[O:17])=[O:16])[CH2:9][C:10]([O:12][CH2:13][CH3:14])=[O:11])(=O)C.C(=O)([O-])[O-].[K+].[K+].[I-].[Na+].C(OCC(CCl)=O)(=O)C.